Dataset: Full USPTO retrosynthesis dataset with 1.9M reactions from patents (1976-2016). Task: Predict the reactants needed to synthesize the given product. (1) Given the product [NH2:27][C:22]1[C:21]([C:18]2[CH:19]=[CH:20][C:15]([B:3]([OH:31])[OH:28])=[CH:16][CH:17]=2)=[CH:26][CH:25]=[CH:24][N:23]=1, predict the reactants needed to synthesize it. The reactants are: Cl.N1C2=CC=CC3=CC=CC(=C23)N[B:3]1[C:15]1[CH:20]=[CH:19][C:18]([C:21]2[C:22]([NH2:27])=[N:23][CH:24]=[CH:25][CH:26]=2)=[CH:17][CH:16]=1.[OH-:28].[Na+].C([O-])(O)=[O:31].[Na+]. (2) Given the product [OH:31][C:26]1[CH:27]=[CH:28][CH:29]=[CH:30][C:25]=1[C:16]1[N:15]=[C:14]([N:11]2[CH2:12][CH2:13][C@@H:9]([NH:8][C:33](=[O:34])[O:35][CH2:36][C:37]([CH3:40])([CH3:39])[CH3:38])[CH2:10]2)[C:23]2[C:18](=[CH:19][C:20]([CH3:24])=[CH:21][CH:22]=2)[N:17]=1, predict the reactants needed to synthesize it. The reactants are: C(N(CC)CC)C.[NH2:8][C@@H:9]1[CH2:13][CH2:12][N:11]([C:14]2[C:23]3[C:18](=[CH:19][C:20]([CH3:24])=[CH:21][CH:22]=3)[N:17]=[C:16]([C:25]3[CH:30]=[CH:29][CH:28]=[CH:27][C:26]=3[OH:31])[N:15]=2)[CH2:10]1.Cl[C:33]([O:35][CH2:36][C:37]([CH3:40])([CH3:39])[CH3:38])=[O:34].ClC([O-])=O. (3) Given the product [Cl:25][CH2:24][CH2:23][CH2:22][S:20][C:5]1[N:4]([CH3:3])[C:8]([C:9]2[CH:18]=[CH:17][CH:16]=[C:15]3[C:10]=2[CH:11]=[CH:12][C:13]([CH3:19])=[N:14]3)=[N:7][N:6]=1, predict the reactants needed to synthesize it. The reactants are: [H-].[Na+].[CH3:3][N:4]1[C:8]([C:9]2[CH:18]=[CH:17][CH:16]=[C:15]3[C:10]=2[CH:11]=[CH:12][C:13]([CH3:19])=[N:14]3)=[N:7][NH:6][C:5]1=[S:20].Br[CH2:22][CH2:23][CH2:24][Cl:25]. (4) Given the product [NH2:8][C@@H:9]1[CH2:13][CH2:12][N:11]([C:14]2[C:15]3[CH2:25][CH2:24][CH2:23][C:22]4[CH:26]=[CH:27][CH:28]=[CH:29][C:21]=4[C:16]=3[N:17]=[C:18]([NH2:20])[N:19]=2)[CH2:10]1, predict the reactants needed to synthesize it. The reactants are: C(OC([NH:8][C@@H:9]1[CH2:13][CH2:12][N:11]([C:14]2[C:15]3[CH2:25][CH2:24][CH2:23][C:22]4[CH:26]=[CH:27][CH:28]=[CH:29][C:21]=4[C:16]=3[N:17]=[C:18]([NH2:20])[N:19]=2)[CH2:10]1)=O)(C)(C)C.FC(F)(F)C(O)=O.